From a dataset of Cav3 T-type calcium channel HTS with 100,875 compounds. Binary Classification. Given a drug SMILES string, predict its activity (active/inactive) in a high-throughput screening assay against a specified biological target. The molecule is O=C(NC1CCCc2c1cccc2)c1cc2nn(c(OCC)c2cc1)C. The result is 0 (inactive).